This data is from Catalyst prediction with 721,799 reactions and 888 catalyst types from USPTO. The task is: Predict which catalyst facilitates the given reaction. (1) Reactant: Cl[C:2]1[CH:7]=[CH:6][N:5]=[CH:4][C:3]=1[CH:8]=O.O.C([O-])([O-])=O.[K+].[K+].[C:17]([O:21][CH3:22])(=[O:20])[CH2:18][SH:19]. Product: [S:19]1[C:2]2[CH:7]=[CH:6][N:5]=[CH:4][C:3]=2[CH:8]=[C:18]1[C:17]([O:21][CH3:22])=[O:20]. The catalyst class is: 3. (2) Reactant: [Cl:1]N1C(=O)CCC1=O.[CH3:9][C@H:10]1[CH2:18][C:17]2[C:12](=[CH:13][CH:14]=[CH:15][CH:16]=2)[N:11]1[C:19](=[O:34])[CH2:20][C:21]1[NH:26][C:25](=[O:27])[CH:24]=[C:23]([N:28]2[CH2:33][CH2:32][O:31][CH2:30][CH2:29]2)[N:22]=1.O.ClCCl. Product: [Cl:1][C:24]1[C:25](=[O:27])[NH:26][C:21]([CH2:20][C:19]([N:11]2[C:12]3[C:17](=[CH:16][CH:15]=[CH:14][CH:13]=3)[CH2:18][C@@H:10]2[CH3:9])=[O:34])=[N:22][C:23]=1[N:28]1[CH2:29][CH2:30][O:31][CH2:32][CH2:33]1. The catalyst class is: 22.